This data is from Catalyst prediction with 721,799 reactions and 888 catalyst types from USPTO. The task is: Predict which catalyst facilitates the given reaction. (1) Reactant: [Br:1][C:2]1[C:3](Cl)=[C:4]([N+:9]([O-:11])=[O:10])[C:5]([NH2:8])=[N:6][CH:7]=1.[Cl:13][C:14]1[CH:26]=[CH:25][C:17]([CH2:18][N:19]2[CH2:24][CH2:23][NH:22][CH2:21][CH2:20]2)=[CH:16][CH:15]=1.C(N(C(C)C)CC)(C)C. Product: [Br:1][C:2]1[C:3]([N:22]2[CH2:21][CH2:20][N:19]([CH2:18][C:17]3[CH:25]=[CH:26][C:14]([Cl:13])=[CH:15][CH:16]=3)[CH2:24][CH2:23]2)=[C:4]([N+:9]([O-:11])=[O:10])[C:5]([NH2:8])=[N:6][CH:7]=1. The catalyst class is: 32. (2) Reactant: [CH3:1][CH:2]([CH3:18])[C:3]([C:5]1[C:13]2[C:8](=[CH:9][C:10]([C:14]([F:17])([F:16])[F:15])=[CH:11][CH:12]=2)[NH:7][CH:6]=1)=O.B.Cl. Product: [CH2:3]([C:5]1[C:13]2[C:8](=[CH:9][C:10]([C:14]([F:17])([F:15])[F:16])=[CH:11][CH:12]=2)[NH:7][CH:6]=1)[CH:2]([CH3:18])[CH3:1]. The catalyst class is: 1. (3) Reactant: C1([C@@H]([N:9]2[C@@H:16]3[C@@H:11]([CH2:12][CH2:13][N:14]([C:17]([O:19][C:20]([CH3:23])([CH3:22])[CH3:21])=[O:18])[CH2:15]3)[CH2:10]2)C)C=CC=CC=1.CC(O)=O.[H][H]. Product: [C@@H:16]12[NH:9][CH2:10][C@@H:11]1[CH2:12][CH2:13][N:14]([C:17]([O:19][C:20]([CH3:23])([CH3:22])[CH3:21])=[O:18])[CH2:15]2. The catalyst class is: 320. (4) Reactant: [Cl:1][C:2]1[CH:37]=[CH:36][C:5]2[C:6]3[N:23]=[C:22]([NH:24][C:25]4[CH:33]=[CH:32][C:28]([C:29]([OH:31])=[O:30])=[C:27]([O:34][CH3:35])[CH:26]=4)[N:21]=[CH:20][C:7]=3[CH2:8][N:9]=[C:10]([C:11]3[C:16]([O:17][CH3:18])=[CH:15][CH:14]=[CH:13][C:12]=3[F:19])[C:4]=2[CH:3]=1.[OH-].[Na+:39]. Product: [Cl:1][C:2]1[CH:37]=[CH:36][C:5]2[C:6]3[N:23]=[C:22]([NH:24][C:25]4[CH:33]=[CH:32][C:28]([C:29]([O-:31])=[O:30])=[C:27]([O:34][CH3:35])[CH:26]=4)[N:21]=[CH:20][C:7]=3[CH2:8][N:9]=[C:10]([C:11]3[C:16]([O:17][CH3:18])=[CH:15][CH:14]=[CH:13][C:12]=3[F:19])[C:4]=2[CH:3]=1.[Na+:39]. The catalyst class is: 8. (5) Reactant: [CH3:1][N:2]([CH3:16])[N:3]=[CH:4][C:5]1[CH:13]=[CH:12][CH:11]=[C:10]2[C:6]=1[C:7](=[O:15])O[C:9]2=[O:14].Cl.[NH2:18][CH:19]1[CH2:24][CH2:23][C:22](=[O:25])[NH:21][C:20]1=[O:26].C(O)(=O)C.N1C=CN=C1. Product: [CH3:16][N:2]([CH3:1])[N:3]=[CH:4][C:5]1[CH:13]=[CH:12][CH:11]=[C:10]2[C:6]=1[C:7](=[O:15])[N:18]([CH:19]1[CH2:24][CH2:23][C:22](=[O:25])[NH:21][C:20]1=[O:26])[C:9]2=[O:14]. The catalyst class is: 10. (6) Reactant: [Cl:1][C:2]1[N:3]=[C:4]([NH:15][CH3:16])[C:5]2[N:11]=[C:10](Cl)[N:9]=[C:8]([NH:13][CH3:14])[C:6]=2[N:7]=1.[CH2:17]([NH2:21])[CH:18]([CH3:20])[CH3:19].C([O-])(O)=O.[Na+]. Product: [ClH:1].[CH2:17]([NH:21][C:2]1[N:3]=[C:4]([NH:15][CH3:16])[C:5]2[N:11]=[C:10]([NH:21][CH2:17][CH:18]([CH3:20])[CH3:19])[N:9]=[C:8]([NH:13][CH3:14])[C:6]=2[N:7]=1)[CH:18]([CH3:20])[CH3:19]. The catalyst class is: 51. (7) Reactant: [CH2:1]([NH:8][CH:9]1[CH2:15][CH2:14][CH2:13][C:12]2[CH:16]=[CH:17][C:18]([O:20][CH3:21])=[CH:19][C:11]=2[CH2:10]1)[C:2]1[CH:7]=[CH:6][CH:5]=[CH:4][CH:3]=1.[Cl:22][C:23]1[CH:24]=[C:25]([C@@H:29]2[CH2:31][O:30]2)[CH:26]=[CH:27][CH:28]=1. Product: [CH2:1]([N:8]([CH2:31][C@@H:29]([C:25]1[CH:26]=[CH:27][CH:28]=[C:23]([Cl:22])[CH:24]=1)[OH:30])[CH:9]1[CH2:15][CH2:14][CH2:13][C:12]2[CH:16]=[CH:17][C:18]([O:20][CH3:21])=[CH:19][C:11]=2[CH2:10]1)[C:2]1[CH:3]=[CH:4][CH:5]=[CH:6][CH:7]=1. The catalyst class is: 8.